From a dataset of Peptide-MHC class II binding affinity with 134,281 pairs from IEDB. Regression. Given a peptide amino acid sequence and an MHC pseudo amino acid sequence, predict their binding affinity value. This is MHC class II binding data. (1) The peptide sequence is GELVIVDKIDAAFKI. The MHC is DRB1_0802 with pseudo-sequence DRB1_0802. The binding affinity (normalized) is 0.561. (2) The peptide sequence is SYKICTDKMFFVKNP. The MHC is DRB5_0101 with pseudo-sequence DRB5_0101. The binding affinity (normalized) is 0.787. (3) The peptide sequence is DKLTGPFTVRYTTEG. The MHC is DRB1_0701 with pseudo-sequence DRB1_0701. The binding affinity (normalized) is 0.0299. (4) The peptide sequence is KPVSKMRMATPLLMQAL. The MHC is H-2-IAk with pseudo-sequence H-2-IAk. The binding affinity (normalized) is 0.239. (5) The peptide sequence is YDKFLANVSTVLTCK. The MHC is DRB1_1101 with pseudo-sequence DRB1_1101. The binding affinity (normalized) is 0.572. (6) The peptide sequence is EKDYFAATQFEPLAA. The MHC is HLA-DQA10501-DQB10201 with pseudo-sequence HLA-DQA10501-DQB10201. The binding affinity (normalized) is 0.526. (7) The peptide sequence is EKKYFAAEQFEPLAA. The MHC is HLA-DPA10301-DPB10402 with pseudo-sequence HLA-DPA10301-DPB10402. The binding affinity (normalized) is 0.931.